Dataset: Full USPTO retrosynthesis dataset with 1.9M reactions from patents (1976-2016). Task: Predict the reactants needed to synthesize the given product. (1) Given the product [I:1][C:2]1[CH:9]=[CH:8][C:5]([CH2:6][P:10](=[O:11])([O:15][CH2:16][CH3:17])[O:12][CH2:13][CH3:14])=[CH:4][CH:3]=1, predict the reactants needed to synthesize it. The reactants are: [I:1][C:2]1[CH:9]=[CH:8][C:5]([CH2:6]Cl)=[CH:4][CH:3]=1.[P:10](OCC)([O:15][CH2:16][CH3:17])([O:12][CH2:13][CH3:14])=[O:11]. (2) Given the product [CH3:32][N:2]([CH3:1])[CH2:3][CH2:4][CH2:5][NH:6][C:7]([C:9]1[CH:10]=[C:11]([C:15]2[CH:16]=[CH:17][CH:18]=[C:19]([CH2:43][S:42][CH2:41][CH2:40][O:33][C:34]3[CH:39]=[CH:38][CH:37]=[CH:36][CH:35]=3)[CH:20]=2)[CH:12]=[CH:13][CH:14]=1)=[O:8], predict the reactants needed to synthesize it. The reactants are: [CH3:1][N:2]([CH3:32])[CH2:3][CH2:4][CH2:5][NH:6][C:7]([C:9]1[CH:10]=[C:11]([C:15]2[CH:20]=[CH:19][C:18](CSCCOC3C=CC=CC=3)=[CH:17][CH:16]=2)[CH:12]=[CH:13][CH:14]=1)=[O:8].[O:33]([CH2:40][CH2:41][S:42][CH2:43]C1C=C(C2C=CC=C(C(O)=O)C=2)C=CC=1)[C:34]1[CH:39]=[CH:38][CH:37]=[CH:36][CH:35]=1.CN(C)CCCN. (3) Given the product [O:19]([CH2:18][CH:17]([OH:15])[CH2:20][CH2:21][CH2:22][CH2:23][CH3:24])[OH:7], predict the reactants needed to synthesize it. The reactants are: OO.C([OH:7])(C)(C)C.C=CCCCCC.[O:15]([CH:17]([CH2:20][CH2:21][CH2:22][CH2:23][CH3:24])[CH2:18][OH:19])O.